Dataset: Forward reaction prediction with 1.9M reactions from USPTO patents (1976-2016). Task: Predict the product of the given reaction. (1) Given the reactants C1([CH2:4][NH:5][CH2:6]C2C=C(C3C=C4C(=C(C(N)=O)C=3)NC=C4C3CCN(S(CC)(=O)=O)CC3)C=NC=2)CC1.[CH3:36][C:37]1([CH3:52])[C:41]([CH3:43])([CH3:42])[O:40][B:39]([C:44]2[CH:45]=[C:46]([CH:50]=O)[CH:47]=[N:48][CH:49]=2)[O:38]1.CNC.C1COCC1.[BH3-]C#N.[Na+], predict the reaction product. The product is: [CH3:4][N:5]([CH3:6])[CH2:50][C:46]1[CH:47]=[N:48][CH:49]=[C:44]([B:39]2[O:38][C:37]([CH3:52])([CH3:36])[C:41]([CH3:43])([CH3:42])[O:40]2)[CH:45]=1. (2) Given the reactants [CH3:1][N:2]1[C:6]([CH3:7])=[N:5][N:4]=[C:3]1[NH2:8].[N:9]([C:12](OC1C=CC=CC=1)=[O:13])=[C:10]=[O:11], predict the reaction product. The product is: [CH3:7][C:6]1[N:2]([CH3:1])[C:3]2=[N:8][C:10](=[O:11])[NH:9][C:12](=[O:13])[N:4]2[N:5]=1. (3) Given the reactants [Cl:1][C:2]1[CH:3]=[C:4]([NH:10][C:11]([CH2:13][CH:14]([CH3:19])[CH2:15][C:16]([OH:18])=O)=[O:12])[CH:5]=[CH:6][C:7]=1[C:8]#[N:9].[NH2:20][C:21]1[CH:22]=[CH:23][C:24]2[N:25]([CH2:35][CH3:36])[C:26](=[O:34])[N:27]([CH2:32][CH3:33])[C:28](=[O:31])[C:29]=2[N:30]=1.C(P1(=O)OP(CCC)(=O)OP(CCC)(=O)O1)CC.CCN(C(C)C)C(C)C, predict the reaction product. The product is: [Cl:1][C:2]1[CH:3]=[C:4]([NH:10][C:11](=[O:12])[CH2:13][CH:14]([CH3:19])[CH2:15][C:16]([NH:20][C:21]2[CH:22]=[CH:23][C:24]3[N:25]([CH2:35][CH3:36])[C:26](=[O:34])[N:27]([CH2:32][CH3:33])[C:28](=[O:31])[C:29]=3[N:30]=2)=[O:18])[CH:5]=[CH:6][C:7]=1[C:8]#[N:9].